This data is from Forward reaction prediction with 1.9M reactions from USPTO patents (1976-2016). The task is: Predict the product of the given reaction. (1) Given the reactants [CH2:1]([N:8]1[C:12]([CH3:13])=[CH:11][C:10]([C:14]#[N:15])=[N:9]1)[C:2]1[CH:7]=[CH:6][CH:5]=[CH:4][CH:3]=1.C([O-])(=O)C.[K+].[Br:21]Br.C(=O)([O-])[O-].[Na+].[Na+], predict the reaction product. The product is: [CH2:1]([N:8]1[C:12]([CH3:13])=[C:11]([Br:21])[C:10]([C:14]#[N:15])=[N:9]1)[C:2]1[CH:3]=[CH:4][CH:5]=[CH:6][CH:7]=1. (2) Given the reactants [Br:1][C:2]1[CH:3]=[C:4]([CH:8]=[C:9]([O:11][CH3:12])[CH:10]=1)[C:5](O)=[O:6].C1COCC1, predict the reaction product. The product is: [Br:1][C:2]1[CH:3]=[C:4]([CH2:5][OH:6])[CH:8]=[C:9]([O:11][CH3:12])[CH:10]=1. (3) Given the reactants NC(OCC)=O.[CH2:7]([CH2:14][CH2:15][N:16]=[C:17]=[O:18])[CH2:8][CH2:9][CH2:10][N:11]=[C:12]=[O:13], predict the reaction product. The product is: [CH2:7]([CH2:14][CH2:15][N:16]=[C:17]=[O:18])[CH2:8][CH2:9][CH2:10][N:11]=[C:12]=[O:13].[CH2:7]([CH2:14][CH2:15][N:16]=[C:17]=[O:18])[CH2:8][CH2:9][CH2:10][N:11]=[C:12]=[O:13].[CH2:7]([CH2:14][CH2:15][N:16]=[C:17]=[O:18])[CH2:8][CH2:9][CH2:10][N:11]=[C:12]=[O:13].